From a dataset of Forward reaction prediction with 1.9M reactions from USPTO patents (1976-2016). Predict the product of the given reaction. (1) Given the reactants [C:1]([O:6][CH2:7][CH3:8])(=[O:5])[CH:2]([CH3:4])[CH3:3].[Li+].CC([N-][CH:14]([CH3:16])[CH3:15])C.Br[CH2:18][CH2:19][CH2:20][CH2:21][CH2:22][O:23][CH2:24][CH2:25][CH2:26][CH2:27]Br.[OH2:29].C1[CH2:34][O:33][CH2:32][CH2:31]1, predict the reaction product. The product is: [CH2:32]([O:33][C:34](=[O:29])[C:14]([CH3:15])([CH3:16])[CH2:18][CH2:19][CH2:20][CH2:21][CH2:22][O:23][CH2:24][CH2:25][CH2:26][CH2:27][C:2]([C:1]([O:6][CH2:7][CH3:8])=[O:5])([CH3:4])[CH3:3])[CH3:31]. (2) Given the reactants Cl[CH2:2][C:3]([NH:5][C@H:6]([C:16]1[C:21]([C:22]2[CH:23]=[CH:24][C:25]([F:31])=[C:26]([CH:30]=2)[C:27]([NH2:29])=[O:28])=[CH:20][CH:19]=[CH:18][N:17]=1)[CH2:7][C:8]1[CH:13]=[C:12]([F:14])[CH:11]=[C:10]([F:15])[CH:9]=1)=[O:4].[CH3:32][C:33]1([CH3:49])[C:37]([CH3:39])([CH3:38])[O:36][B:35]([C:40]2[C:41]([C:45]([F:48])([F:47])[F:46])=[N:42][NH:43][CH:44]=2)[O:34]1, predict the reaction product. The product is: [F:15][C:10]1[CH:9]=[C:8]([CH2:7][C@@H:6]([C:16]2[C:21]([C:22]3[CH:23]=[CH:24][C:25]([F:31])=[C:26]([CH:30]=3)[C:27]([NH2:29])=[O:28])=[CH:20][CH:19]=[CH:18][N:17]=2)[NH:5][C:3](=[O:4])[CH2:2][N:43]2[CH:44]=[C:40]([B:35]3[O:36][C:37]([CH3:39])([CH3:38])[C:33]([CH3:32])([CH3:49])[O:34]3)[C:41]([C:45]([F:48])([F:47])[F:46])=[N:42]2)[CH:13]=[C:12]([F:14])[CH:11]=1. (3) Given the reactants C(N(CC)CC)C.[F:8][C:9]1[CH:10]=[CH:11][CH:12]=[C:13]2[C:17]=1[N:16](C(OC(C)(C)C)=O)[CH:15]=[C:14]2[CH:25]=[O:26].[CH:27](=[N:34][C:35]1[CH:40]=[CH:39][CH:38]=[C:37]([O:41][CH3:42])[CH:36]=1)[C:28]1[CH:33]=[CH:32][CH:31]=[CH:30][CH:29]=1, predict the reaction product. The product is: [F:8][C:9]1[CH:10]=[CH:11][CH:12]=[C:13]2[C:17]=1[NH:16][CH:15]=[C:14]2[C:25](=[O:26])[CH:27]([NH:34][C:35]1[CH:40]=[CH:39][CH:38]=[C:37]([O:41][CH3:42])[CH:36]=1)[C:28]1[CH:29]=[CH:30][CH:31]=[CH:32][CH:33]=1. (4) Given the reactants [NH:1]1[C:9]2[C:4](=[CH:5][C:6]([O:10][C:11]3[C:20]4[C:15](=[CH:16][C:17]([O:23][CH2:24][C@@H:25]5[CH2:27][O:26]5)=[C:18]([O:21][CH3:22])[CH:19]=4)[N:14]=[CH:13][N:12]=3)=[CH:7][CH:8]=2)[CH:3]=[CH:2]1.[NH:28]1[CH2:33][CH2:32][O:31][CH2:30][CH2:29]1, predict the reaction product. The product is: [OH:26][C@@H:25]([CH2:27][N:28]1[CH2:33][CH2:32][O:31][CH2:30][CH2:29]1)[CH2:24][O:23][C:17]1[CH:16]=[C:15]2[C:20]([C:11]([O:10][C:6]3[CH:5]=[C:4]4[C:9](=[CH:8][CH:7]=3)[NH:1][CH:2]=[CH:3]4)=[N:12][CH:13]=[N:14]2)=[CH:19][C:18]=1[O:21][CH3:22]. (5) Given the reactants [CH:1]1([C:4]2[N:5]=[CH:6][C:7]([C:15]([OH:17])=O)=[N:8][C:9]=2[O:10][CH2:11][CH:12]2[CH2:14][CH2:13]2)[CH2:3][CH2:2]1.Cl.[NH2:19][C@@H:20]([CH2:26][CH:27]([CH3:29])[CH3:28])[C:21]([N:23]([CH3:25])[CH3:24])=[O:22], predict the reaction product. The product is: [CH3:25][N:23]([CH3:24])[C:21]([C@@H:20]([NH:19][C:15]([C:7]1[CH:6]=[N:5][C:4]([CH:1]2[CH2:2][CH2:3]2)=[C:9]([O:10][CH2:11][CH:12]2[CH2:13][CH2:14]2)[N:8]=1)=[O:17])[CH2:26][CH:27]([CH3:28])[CH3:29])=[O:22]. (6) Given the reactants [Cl:1][C:2]1[CH:3]=[CH:4][C:5]([S:23][S:23][C:5]2[CH:4]=[CH:3][C:2]([Cl:1])=[CH:7][C:6]=2[NH:8][S:9]([C:12]2[CH:17]=[CH:16][C:15]([Cl:18])=[C:14]([C:19]([F:22])([F:21])[F:20])[CH:13]=2)(=[O:11])=[O:10])=[C:6]([NH:8][S:9]([C:12]2[CH:17]=[CH:16][C:15]([Cl:18])=[C:14]([C:19]([F:22])([F:21])[F:20])[CH:13]=2)(=[O:11])=[O:10])[CH:7]=1.Cl[CH2:48][C:49]([N:51]([CH3:53])[CH3:52])=[O:50], predict the reaction product. The product is: [Cl:1][C:2]1[CH:3]=[CH:4][C:5]([S:23][CH2:48][C:49]([N:51]([CH3:53])[CH3:52])=[O:50])=[C:6]([NH:8][S:9]([C:12]2[CH:17]=[CH:16][C:15]([Cl:18])=[C:14]([C:19]([F:20])([F:21])[F:22])[CH:13]=2)(=[O:11])=[O:10])[CH:7]=1. (7) Given the reactants C([NH:8][C:9]1[CH:14]=[C:13]([N:15]2[CH2:20][CH2:19][N:18]([CH3:21])[CH2:17][CH2:16]2)[N:12]=[CH:11][C:10]=1[CH2:22][OH:23])C1C=CC=CC=1.C([O-])=O.[NH4+], predict the reaction product. The product is: [NH2:8][C:9]1[CH:14]=[C:13]([N:15]2[CH2:20][CH2:19][N:18]([CH3:21])[CH2:17][CH2:16]2)[N:12]=[CH:11][C:10]=1[CH2:22][OH:23]. (8) The product is: [NH:1]1[C:5]2[CH2:6][CH2:7][C@@H:8]([C:10]([OH:12])=[O:11])[CH2:9][C:4]=2[N:3]=[N:2]1. Given the reactants [NH:1]1[C:5]2[CH2:6][CH2:7][CH:8]([C:10]([OH:12])=[O:11])[CH2:9][C:4]=2[N:3]=[N:2]1, predict the reaction product.